This data is from Forward reaction prediction with 1.9M reactions from USPTO patents (1976-2016). The task is: Predict the product of the given reaction. (1) Given the reactants [OH:1][C:2]1[C:11]([C:12]2[S:13][CH:14]=[CH:15][N:16]=2)=[CH:10][C:9]2[N:8]=[C:7]([C:17]3[S:18][CH:19]=[CH:20][N:21]=3)[CH:6]=[N:5][C:4]=2[C:3]=1[C:22](O)=[O:23].Cl.C([NH:28][CH2:29][C:30]([OH:32])=[O:31])C.[CH2:33](N(CC)CC)[CH3:34].C1CN([P+](ON2N=NC3C=CC=CC2=3)(N2CCCC2)N2CCCC2)CC1.F[P-](F)(F)(F)(F)F, predict the reaction product. The product is: [OH:1][C:2]1[C:3]([C:22]([NH:28][CH2:29][C:30]([O:32][CH2:33][CH3:34])=[O:31])=[O:23])=[C:4]2[C:9](=[CH:10][C:11]=1[C:12]1[S:13][CH:14]=[CH:15][N:16]=1)[N:8]=[C:7]([C:17]1[S:18][CH:19]=[CH:20][N:21]=1)[CH:6]=[N:5]2. (2) The product is: [C:19]1([S:16]([NH:15][C:10]2[CH:9]=[C:8]([C:4]3[S:3][C:2]([NH:1][C:30]([C:26]4[O:25][CH:29]=[CH:28][CH:27]=4)=[O:31])=[N:6][C:5]=3[CH3:7])[CH:13]=[N:12][C:11]=2[Cl:14])(=[O:18])=[O:17])[CH:20]=[CH:21][CH:22]=[CH:23][CH:24]=1. Given the reactants [NH2:1][C:2]1[S:3][C:4]([C:8]2[CH:9]=[C:10]([NH:15][S:16]([C:19]3[CH:24]=[CH:23][CH:22]=[CH:21][CH:20]=3)(=[O:18])=[O:17])[C:11]([Cl:14])=[N:12][CH:13]=2)=[C:5]([CH3:7])[N:6]=1.[O:25]1[CH:29]=[CH:28][CH:27]=[C:26]1[C:30](Cl)=[O:31], predict the reaction product.